This data is from Forward reaction prediction with 1.9M reactions from USPTO patents (1976-2016). The task is: Predict the product of the given reaction. (1) Given the reactants F[P-](F)(F)(F)(F)F.N1(OC(N(C)C)=[N+](C)C)C2N=CC=CC=2N=N1.[O:25]1[C:30]2([CH2:35][CH2:34][N:33]([CH2:36][C:37]3[C:38]([F:46])=[C:39]([CH2:43][CH2:44][OH:45])[CH:40]=[CH:41][CH:42]=3)[CH2:32][CH2:31]2)[CH2:29][NH:28][CH2:27][CH2:26]1.[CH2:47]([C:51]1[S:52][CH:53]=[C:54]([C:56](O)=[O:57])[N:55]=1)[CH:48]([CH3:50])[CH3:49].C(N(CC)CC)C, predict the reaction product. The product is: [F:46][C:38]1[C:39]([CH2:43][CH2:44][OH:45])=[CH:40][CH:41]=[CH:42][C:37]=1[CH2:36][N:33]1[CH2:34][CH2:35][C:30]2([O:25][CH2:26][CH2:27][N:28]([C:56]([C:54]3[N:55]=[C:51]([CH2:47][CH:48]([CH3:50])[CH3:49])[S:52][CH:53]=3)=[O:57])[CH2:29]2)[CH2:31][CH2:32]1. (2) Given the reactants [CH2:1]([O:3][C:4](=[O:38])/[C:5](=[CH:9]/[C:10]1[C:18]2[C:13](=[CH:14][N:15]=[C:16]([C:19]3[C:24]([CH2:25][CH3:26])=[CH:23][CH:22]=[CH:21][C:20]=3[CH2:27][CH3:28])[CH:17]=2)[N:12]([C:29]2[CH:34]=[CH:33][C:32]([CH:35]([CH3:37])[CH3:36])=[CH:31][CH:30]=2)[CH:11]=1)/[CH2:6][CH2:7][CH3:8])[CH3:2], predict the reaction product. The product is: [CH2:1]([O:3][C:4](=[O:38])[CH:5]([CH2:9][C:10]1[C:18]2[C:13](=[CH:14][N:15]=[C:16]([C:19]3[C:24]([CH2:25][CH3:26])=[CH:23][CH:22]=[CH:21][C:20]=3[CH2:27][CH3:28])[CH:17]=2)[N:12]([C:29]2[CH:34]=[CH:33][C:32]([CH:35]([CH3:36])[CH3:37])=[CH:31][CH:30]=2)[CH:11]=1)[CH2:6][CH2:7][CH3:8])[CH3:2].